From a dataset of Drug-target binding data from BindingDB using IC50 measurements. Regression. Given a target protein amino acid sequence and a drug SMILES string, predict the binding affinity score between them. We predict pIC50 (pIC50 = -log10(IC50 in M); higher means more potent). Dataset: bindingdb_ic50. (1) The small molecule is O=C(Cc1nc(N2CCOCC2)cc(=O)[nH]1)Nc1ccc(F)cc1O. The target protein (P31749) has sequence MSDVAIVKEGWLHKRGEYIKTWRPRYFLLKNDGTFIGYKERPQDVDQREAPLNNFSVAQCQLMKTERPRPNTFIIRCLQWTTVIERTFHVETPEEREEWTTAIQTVADGLKKQEEEEMDFRSGSPSDNSGAEEMEVSLAKPKHRVTMNEFEYLKLLGKGTFGKVILVKEKATGRYYAMKILKKEVIVAKDEVAHTLTENRVLQNSRHPFLTALKYSFQTHDRLCFVMEYANGGELFFHLSRERVFSEDRARFYGAEIVSALDYLHSEKNVVYRDLKLENLMLDKDGHIKITDFGLCKEGIKDGATMKTFCGTPEYLAPEVLEDNDYGRAVDWWGLGVVMYEMMCGRLPFYNQDHEKLFELILMEEIRFPRTLGPEAKSLLSGLLKKDPKQRLGGGSEDAKEIMQHRFFAGIVWQHVYEKKLSPPFKPQVTSETDTRYFDEEFTAQMITITPPDQDDSMECVDSERRPHFPQFSYSASGTA. The pIC50 is 5.2. (2) The drug is c1ccc(C[n+]2cccc(-c3cc4ccccc4[nH]3)c2)cc1. The target protein sequence is MRVLVVEDNALLRHHLKVQLQDSGHQVDAAEDAREADYYLNEHLPDIAIVDLGLPDEDGLSLIRRWRSSDVSLPVLVLTAREGWQDKVEVLSSGADDYVTKPFHIEEVMARMQALMRRNSGLASQVINIPPFQVDLSRRELSVNEEVIKLTAFEYTIMETLIRNNGKVVSKDSLMLQLYPDAELRESHTIDVLMGRLRKKIQAQYPHDVITTV. The pIC50 is 4.0. (3) The small molecule is COC(=O)C1=C(C)NC(C)=C(C(=O)OCCCN2CCC(c3ccccc3)(c3ccccc3)CC2)C1c1cccc([N+](=O)[O-])c1. The target protein sequence is MAAPDLLDPKSAAQNSKPRLSFSTKPTVLASRVESDTTINVMKWKTVSTIFLVVVLYLIIGATVFKALEQPHEISQRTTIVIQKQTFISQHACVNSTELDELIQQIVAAINAGIIPLGNTSNQISHWDLGSSFFFAGTVITTIGFGNISPRTEGGKIFCIIYALLGIPLFGFLLAGVGDQLGTIFGKGIAKVEDTFIKWNVSQTKIRIISTIIFILFGCVLFVALPAIIFKHIEGWSALDAIYFVVITLTTIGFGDYVAGGSDIEYLDFYKPVVWFWILVGLAYFAAVLSMIGDWLRVISKKTKEEVGEFRAHAAEWTANVTAEFKETRRRLSVEIYDKFQRATSIKRKLSAELAGNHNQELTPCRRTLSVNHLASERDVLPSLLKTESIYLNGLTPHCAGEEIAVIENIK. The pIC50 is 6.1. (4) The compound is Cc1cccc(Cc2n[nH]c3cc(O)c(C(=O)NCc4ccccc4)cc23)c1. The pIC50 is 5.8. The target protein (P08238) has sequence MPEEVHHGEEEVETFAFQAEIAQLMSLIINTFYSNKEIFLRELISNASDALDKIRYESLTDPSKLDSGKELKIDIIPNPQERTLTLVDTGIGMTKADLINNLGTIAKSGTKAFMEALQAGADISMIGQFGVGFYSAYLVAEKVVVITKHNDDEQYAWESSAGGSFTVRADHGEPIGRGTKVILHLKEDQTEYLEERRVKEVVKKHSQFIGYPITLYLEKEREKEISDDEAEEEKGEKEEEDKDDEEKPKIEDVGSDEEDDSGKDKKKKTKKIKEKYIDQEELNKTKPIWTRNPDDITQEEYGEFYKSLTNDWEDHLAVKHFSVEGQLEFRALLFIPRRAPFDLFENKKKKNNIKLYVRRVFIMDSCDELIPEYLNFIRGVVDSEDLPLNISREMLQQSKILKVIRKNIVKKCLELFSELAEDKENYKKFYEAFSKNLKLGIHEDSTNRRRLSELLRYHTSQSGDEMTSLSEYVSRMKETQKSIYYITGESKEQVANSAFV.... (5) The drug is CCN(CCN(C)C)C(=O)CNCc1cc(C(N)=O)ccn1. The target protein (Q9BY66) has sequence MEPGCDEFLPPPECPVFEPSWAEFQDPLGYIAKIRPIAEKSGICKIRPPADWQPPFAVEVDNFRFTPRVQRLNELEAQTRVKLNYLDQIAKFWEIQGSSLKIPNVERKILDLYSLSKIVIEEGGYEAICKDRRWARVAQRLHYPPGKNIGSLLRSHYERIIYPYEMFQSGANHVQCNTHPFDNEVKDKEYKPHSIPLRQSVQPSKFSSYSRRAKRLQPDPEPTEEDIEKHPELKKLQIYGPGPKMMGLGLMAKDKDKTVHKKVTCPPTVTVKDEQSGGGNVSSTLLKQHLSLEPCTKTTMQLRKNHSSAQFIDSYICQVCSRGDEDDKLLFCDGCDDNYHIFCLLPPLPEIPRGIWRCPKCILAECKQPPEAFGFEQATQEYSLQSFGEMADSFKSDYFNMPVHMVPTELVEKEFWRLVSSIEEDVTVEYGADIHSKEFGSGFPVSNSKQNLSPEEKEYATSGWNLNVMPVLDQSVLCHINADISGMKVPWLYVGMVFSA.... The pIC50 is 7.2. (6) The compound is C[C@H](NC(=O)[C@H](CCCNC(=N)N)NC(=O)[C@H](C)NC(=O)CC1CCCC1)C(N)=O. The target protein sequence is TQSKPTPVKPNYALKFTLAGHTKAVSSVKFSPNGEWLASSSADKLIKIWGAYDGKFEKTISGHKLGISDVAWSSDSNLLVSASDDKTLKIWDVSSGKCLKTLKGHSNYVFCCNFNPQSNLIVSGSFDESVRIWDVKTGKCLKTLPAHSDPVSAVHFNRDGSLIVSSSYDGLCRIWDTASGQCLKTLIDDDNPPVSFVKFSPNGKYILAATLDNTLKLWDYSKGKCLKTYTGHKNEKYCIFANFSVTGGKWIVSGSEDNLVYIWNLQTKEIVQKLQGHTDVVISTACHPTENIIASAALENDKTIKLWKSDC. The pIC50 is 6.0.